Dataset: Catalyst prediction with 721,799 reactions and 888 catalyst types from USPTO. Task: Predict which catalyst facilitates the given reaction. Reactant: [CH3:1][O:2][CH2:3][C:4]1[CH:9]=[C:8]([C:10]2[O:14][N:13]=[C:12]([C:15]3[CH:24]=[C:23]4[C:18]([CH2:19][CH2:20][N:21]([CH2:25][C:26]([O:28]C(C)(C)C)=[O:27])[CH2:22]4)=[CH:17][CH:16]=3)[N:11]=2)[CH:7]=[CH:6][C:5]=1[C:33]1[CH:38]=[CH:37][CH:36]=[CH:35][C:34]=1[CH3:39].[ClH:40]. Product: [ClH:40].[CH3:1][O:2][CH2:3][C:4]1[CH:9]=[C:8]([C:10]2[O:14][N:13]=[C:12]([C:15]3[CH:24]=[C:23]4[C:18]([CH2:19][CH2:20][N:21]([CH2:25][C:26]([OH:28])=[O:27])[CH2:22]4)=[CH:17][CH:16]=3)[N:11]=2)[CH:7]=[CH:6][C:5]=1[C:33]1[CH:38]=[CH:37][CH:36]=[CH:35][C:34]=1[CH3:39]. The catalyst class is: 12.